From a dataset of Full USPTO retrosynthesis dataset with 1.9M reactions from patents (1976-2016). Predict the reactants needed to synthesize the given product. (1) Given the product [F:13][C@H:14]1[CH2:18][CH2:17][N:16]([S:8]([C:5]2[CH:6]=[CH:7][C:2]([F:1])=[CH:3][CH:4]=2)(=[O:10])=[O:9])[C@@H:15]1[C:19]([NH:21][CH2:22][C:23]1[CH:28]=[C:27]([C:29]2[CH:34]=[CH:33][C:32]([C:35]([F:37])([F:38])[F:36])=[C:31]([F:39])[CH:30]=2)[N:26]=[CH:25][N:24]=1)=[O:20], predict the reactants needed to synthesize it. The reactants are: [F:1][C:2]1[CH:7]=[CH:6][C:5]([S:8](Cl)(=[O:10])=[O:9])=[CH:4][CH:3]=1.Cl.[F:13][C@H:14]1[CH2:18][CH2:17][NH:16][C@@H:15]1[C:19]([NH:21][CH2:22][C:23]1[CH:28]=[C:27]([C:29]2[CH:34]=[CH:33][C:32]([C:35]([F:38])([F:37])[F:36])=[C:31]([F:39])[CH:30]=2)[N:26]=[CH:25][N:24]=1)=[O:20]. (2) Given the product [CH2:1]([N:8]([CH2:22][C:23]1[CH:28]=[CH:27][CH:26]=[CH:25][CH:24]=1)[C@H:9]1[CH2:14][CH2:13][C@H:12]([C:15]2[CH:16]=[C:17]([CH2:18][O:19][CH3:20])[NH:30][N:29]=2)[CH2:11][CH2:10]1)[C:2]1[CH:7]=[CH:6][CH:5]=[CH:4][CH:3]=1, predict the reactants needed to synthesize it. The reactants are: [CH2:1]([N:8]([CH2:22][C:23]1[CH:28]=[CH:27][CH:26]=[CH:25][CH:24]=1)[C@H:9]1[CH2:14][CH2:13][C@H:12]([C:15](=O)[C:16]#[C:17][CH2:18][O:19][CH3:20])[CH2:11][CH2:10]1)[C:2]1[CH:7]=[CH:6][CH:5]=[CH:4][CH:3]=1.[NH2:29][NH2:30].O. (3) Given the product [CH3:1][O:2][C:3]1[CH:4]=[C:5]2[C:10](=[CH:11][CH:12]=1)[CH:9]([CH2:13][C:14]([O:16][CH2:17][CH3:18])=[O:15])[CH2:8][CH2:7][CH2:6]2, predict the reactants needed to synthesize it. The reactants are: [CH3:1][O:2][C:3]1[CH:4]=[C:5]2[C:10](=[CH:11][CH:12]=1)[C:9](=[CH:13][C:14]([O:16][CH2:17][CH3:18])=[O:15])[CH2:8][CH2:7][CH2:6]2.[H][H]. (4) Given the product [CH3:1][C:2]1[O:6][C:7]2[C:8]([C:16](=[O:18])[CH:17]=1)=[CH:9][CH:10]=[CH:11][C:12]=2/[CH:13]=[CH:14]/[CH3:15], predict the reactants needed to synthesize it. The reactants are: [CH2:1]1COC[CH2:2]1.[OH:6][C:7]1[C:12](/[CH:13]=[CH:14]/[CH3:15])=[CH:11][CH:10]=[CH:9][C:8]=1[C:16](=[O:18])[CH3:17].C(Cl)(=O)C.